This data is from Peptide-MHC class II binding affinity with 134,281 pairs from IEDB. The task is: Regression. Given a peptide amino acid sequence and an MHC pseudo amino acid sequence, predict their binding affinity value. This is MHC class II binding data. The peptide sequence is KASPVLAFPAGVCPT. The MHC is HLA-DPA10201-DPB11401 with pseudo-sequence HLA-DPA10201-DPB11401. The binding affinity (normalized) is 0.111.